The task is: Predict the product of the given reaction.. This data is from Forward reaction prediction with 1.9M reactions from USPTO patents (1976-2016). (1) Given the reactants [O:1]1[C:5]2[CH:6]=[CH:7][C:8]([CH:10]([CH2:17][C:18]3[O:22][N:21]=[C:20]([CH2:23][CH2:24][CH2:25][CH2:26]OS(C4C=CC(C)=CC=4)(=O)=O)[N:19]=3)[CH2:11][C:12]([O:14][CH2:15][CH3:16])=[O:13])=[CH:9][C:4]=2[O:3][CH2:2]1.C(=O)([O-])[O-].[Cs+].[Cs+].[I-].[Na+].[NH:46]([C:54]([O:56][C:57]([CH3:60])([CH3:59])[CH3:58])=[O:55])[C:47]([O:49][C:50]([CH3:53])([CH3:52])[CH3:51])=[O:48], predict the reaction product. The product is: [O:1]1[C:5]2[CH:6]=[CH:7][C:8]([CH:10]([CH2:17][C:18]3[O:22][N:21]=[C:20]([CH2:23][CH2:24][CH2:25][CH2:26][N:46]([C:47]([O:49][C:50]([CH3:51])([CH3:52])[CH3:53])=[O:48])[C:54]([O:56][C:57]([CH3:60])([CH3:59])[CH3:58])=[O:55])[N:19]=3)[CH2:11][C:12]([O:14][CH2:15][CH3:16])=[O:13])=[CH:9][C:4]=2[O:3][CH2:2]1. (2) Given the reactants C([O:3][C:4](=[O:45])[CH2:5][CH2:6][CH2:7][O:8][C:9]1[CH:14]=[CH:13][CH:12]=[C:11]([CH2:15][CH2:16][CH2:17][CH2:18][CH2:19][CH2:20][O:21][C:22]2[CH:23]=[C:24]([C:31]3[CH:36]=[CH:35][CH:34]=[C:33]([F:37])[CH:32]=3)[CH:25]=[C:26]([O:28][CH2:29][CH3:30])[CH:27]=2)[C:10]=1[CH2:38][CH2:39][C:40]([O:42]CC)=[O:41])C.[OH-].[Na+], predict the reaction product. The product is: [C:40]([CH2:39][CH2:38][C:10]1[C:11]([CH2:15][CH2:16][CH2:17][CH2:18][CH2:19][CH2:20][O:21][C:22]2[CH:23]=[C:24]([C:31]3[CH:36]=[CH:35][CH:34]=[C:33]([F:37])[CH:32]=3)[CH:25]=[C:26]([O:28][CH2:29][CH3:30])[CH:27]=2)=[CH:12][CH:13]=[CH:14][C:9]=1[O:8][CH2:7][CH2:6][CH2:5][C:4]([OH:45])=[O:3])([OH:42])=[O:41].